This data is from Reaction yield outcomes from USPTO patents with 853,638 reactions. The task is: Predict the reaction yield, written as a fraction of the theoretical maximum amount of product (1.0 means a 100% yield; for example, 0.34 means a 34% yield). (1) The reactants are [C:1]1(B(O)O)[CH:6]=[CH:5][CH:4]=[CH:3][CH:2]=1.[S:10]([N:20]1[C:24]2[N:25]=[CH:26][C:27]3[N:28]([C:29]([C@@H:32]4[CH2:36][CH2:35][C@@H:34]([NH2:37])[CH2:33]4)=[N:30][N:31]=3)[C:23]=2[CH:22]=[CH:21]1)([C:13]1[CH:19]=[CH:18][C:16]([CH3:17])=[CH:15][CH:14]=1)(=[O:12])=[O:11].O=O. The catalyst is C(Cl)Cl.CC#N.O.C(O[Cu]OC(=O)C)(=O)C. The product is [S:10]([N:20]1[C:24]2[N:25]=[CH:26][C:27]3[N:28]([C:29]([C@@H:32]4[CH2:36][CH2:35][C@@H:34]([NH:37][C:1]5[CH:6]=[CH:5][CH:4]=[CH:3][CH:2]=5)[CH2:33]4)=[N:30][N:31]=3)[C:23]=2[CH:22]=[CH:21]1)([C:13]1[CH:19]=[CH:18][C:16]([CH3:17])=[CH:15][CH:14]=1)(=[O:12])=[O:11]. The yield is 0.450. (2) The reactants are [OH:1][C@@H:2]1[CH2:27][CH2:26][C@@:25]2([CH3:28])[C@H:4]([C@@H:5]([CH2:31]C)[C@@H:6]([OH:30])[C@@H:7]3[C@@H:24]2[CH2:23][CH2:22][C@@:21]2([CH3:29])[C@H:8]3[CH2:9][CH2:10][C@@H:11]2[C@H:12]([CH3:20])[CH2:13][CH2:14][C:15]([O:17]CC)=[O:16])[CH2:3]1.[OH-].[Na+].Cl. The catalyst is CCO. The product is [OH:1][C@@H:2]1[CH2:27][CH2:26][C@@:25]2([CH3:28])[C@H:4]([C@@H:5]([CH3:31])[C@@H:6]([OH:30])[C@@H:7]3[C@@H:24]2[CH2:23][CH2:22][C@@:21]2([CH3:29])[C@H:8]3[CH2:9][CH2:10][C@@H:11]2[C@H:12]([CH3:20])[CH2:13][CH2:14][C:15]([OH:17])=[O:16])[CH2:3]1. The yield is 0.430. (3) The reactants are FC(F)(F)C(O)=O.[CH3:8][S:9]([C:12]1[CH:13]=[C:14]2[C:18](=[CH:19][CH:20]=1)[N:17]([C:21]1[N:26]=[CH:25][N:24]=[C:23]([O:27][CH:28]3[CH2:33][CH2:32][N:31]([C:34]([O:36][C:37](C)([CH3:39])[CH3:38])=[O:35])[CH2:30][CH2:29]3)[CH:22]=1)[CH2:16][CH2:15]2)(=[O:11])=[O:10].ClC(OC(C)C)=O.C(N(CC)CC)C. The catalyst is O.ClCCl. The product is [CH3:8][S:9]([C:12]1[CH:13]=[C:14]2[C:18](=[CH:19][CH:20]=1)[N:17]([C:21]1[N:26]=[CH:25][N:24]=[C:23]([O:27][CH:28]3[CH2:29][CH2:30][N:31]([C:34]([O:36][CH:37]([CH3:39])[CH3:38])=[O:35])[CH2:32][CH2:33]3)[CH:22]=1)[CH2:16][CH2:15]2)(=[O:11])=[O:10]. The yield is 0.450. (4) The reactants are [N:1]1[CH:6]=[CH:5][CH:4]=[CH:3][C:2]=1[N:7]1[C:11]2[CH:12]=[CH:13][CH:14]=[CH:15][C:10]=2N=N1.[OH-].[Na+]. The catalyst is O. The product is [N:1]1[C:2]2[NH:7][C:11]3[C:10]([C:3]=2[CH:4]=[CH:5][CH:6]=1)=[CH:15][CH:14]=[CH:13][CH:12]=3. The yield is 0.350. (5) The reactants are S(=O)(=O)(O)O.[OH:6][C:7]1[C:8]([C:13]([OH:15])=[O:14])=[N:9][CH:10]=[CH:11][CH:12]=1.[CH3:16]O. No catalyst specified. The product is [OH:6][C:7]1[C:8]([C:13]([O:15][CH3:16])=[O:14])=[N:9][CH:10]=[CH:11][CH:12]=1. The yield is 0.850. (6) The reactants are [NH2:1][C:2]1[CH:26]=[CH:25][C:5]([O:6][C:7]2[C:8]([F:24])=[C:9]([C@H:14]([NH:17][S@@:18]([C:20]([CH3:23])([CH3:22])[CH3:21])=[O:19])[CH2:15][CH3:16])[CH:10]=[CH:11][C:12]=2[Cl:13])=[CH:4][CH:3]=1.CCN(CC)CC.[CH3:34][N:35]([CH3:39])[C:36](Cl)=[O:37].O. The catalyst is C(Cl)Cl.CN(C1C=CN=CC=1)C. The product is [Cl:13][C:12]1[CH:11]=[CH:10][C:9]([C@H:14]([NH:17][S@@:18]([C:20]([CH3:22])([CH3:21])[CH3:23])=[O:19])[CH2:15][CH3:16])=[C:8]([F:24])[C:7]=1[O:6][C:5]1[CH:4]=[CH:3][C:2]([NH:1][C:36]([N:35]([CH3:39])[CH3:34])=[O:37])=[CH:26][CH:25]=1. The yield is 0.780.